This data is from Experimentally validated miRNA-target interactions with 360,000+ pairs, plus equal number of negative samples. The task is: Binary Classification. Given a miRNA mature sequence and a target amino acid sequence, predict their likelihood of interaction. (1) The miRNA is mmu-miR-804 with sequence UGUGAGUUGUUCCUCACCUGGA. The protein sequence of the target gene is MASHTADADAKPDSDSQKLLNVLPVSLRLRTRPWWFPIQEVSNPLVLYMEAWVAERVIGTDQAEISEIEWMCQALLTVDSVNSGNLAEITIFGQPSAQTRMKNILLNMAAWHKENELQRAVKVKEVEEFLKIRASSILSKLSKKGLKLAGFPLPLEGRETQMES. Result: 1 (interaction). (2) The miRNA is rno-miR-132-3p with sequence UAACAGUCUACAGCCAUGGUCG. The protein sequence of the target gene is MSDKSELKAELERKKQRLAQIREEKKRKEEERKKKETDQKKEAVAPVQEESDLEKKRREAEALLQSMGLTPESPIVFSEYWVPPPMSPSSKSVSTPSEAGSQDSGDGAVGSRTLHWDTDPSVLQLHSDSDLGRGPIKLGMAKITQVDFPPREIVTYTKETQTPVMAQPKEDEEEDDDVVAPKPPIEPEEEKTLKKDEENDSKAPPHELTEEEKQQILHSEEFLSFFDHSTRIVERALSEQINIFFDYSGRDLEDKEGEIQAGAKLSLNRQFFDERWSKHRVVSCLDWSSQYPELLVASYN.... Result: 0 (no interaction). (3) The miRNA is hsa-miR-130b-5p with sequence ACUCUUUCCCUGUUGCACUAC. The protein sequence of the target gene is MMVHCAGCERPILDRFLLNVLDRAWHIKCVQCCECKTNLSEKCFSREGKLYCKNDFFRRFGTKCAGCAQGISPSDLVRKARSKVFHLNCFTCMVCNKQLSTGEELYVIDENKFVCKDDYLSSSSLKEGSLNSVSSCTDRSLSPDLQDALQDDPKETDNSTSSDKETANNENEEQNSGTKRRGPRTTIKAKQLETLKAAFAATPKPTRHIREQLAQETGLNMRVIQVWFQNRRSKERRMKQLSALGARRHAFFRSPRRMRPLGGRLDESEMLGSTPYTYYGDYQGDYYAPGSNYDFFAHGP.... Result: 1 (interaction). (4) The miRNA is hsa-miR-378g with sequence ACUGGGCUUGGAGUCAGAAG. The protein sequence of the target gene is MDNMSITNTPTSNDACLSIVHSLMCHRQGGESETFAKRAIESLVKKLKEKKDELDSLITAITTNGAHPSKCVTIQRTLDGRLQVAGRKGFPHVIYARLWRWPDLHKNELKHVKYCQYAFDLKCDSVCVNPYHYERVVSPGIDLSGLTLQSNAPPSMLVKDEYVHDFEGQPSLPTEGHSIQTIQHPPSNRASTETYSAPALLAPSESNATSTTNFPNIPVASTSQPASILAGSHSEGLLQIASGPQPGQQQNGFTAQPATYHHNSTTTWTGSRTAPYTPNLPHHQNGHLQHHPPMPPHPGH.... Result: 0 (no interaction). (5) The miRNA is mmu-miR-466f-3p with sequence CAUACACACACACAUACACAC. The protein sequence of the target gene is MFCFWRTSALAVLLIWGVFVAGSSCTDKNQTTQNNSSSPLTQVNTTVSVQIGTKALLCCFSIPLTKAVLITWIIKLRGLPSCTIAYKVDTKTNETSCLGRNITWASTPDHSPELQISAVTLQHEGTYTCETVTPEGNFEKNYDLQVLVPPEVTYFPEKNRSAVCEAMAGKPAAQISWSPDGDCVTTSESHSNGTVTVRSTCHWEQNNVSDVSCIVSHLTGNQSLSIELSRGGNQSLRPYIPYIIPSIIILIIIGCICLLKISGFRKCKLPKLEATSAIEEDEMQPYASYTEKSNPLYDTV.... Result: 1 (interaction). (6) The miRNA is hsa-miR-6504-3p with sequence CAUUACAGCACAGCCAUUCU. The protein sequence of the target gene is MLLSSPTTPSRGRTPSAVERLEADKAKYVKTHQVIVRRQEPALRGGPGPLTPHPCNELGASASPRTPGPARRGSGRRQPRPDSLIFYRQKRDCKASVNKENAKGQGLVRRLFLGATRDAAPSSPAPTERPGAPAGWAGSPDTPEATGKRAVCPTCSLPLSEKERFFNYCGLERALVEVLGAERFSPQSWGAEHGPQVATSPPPGSGDTSDWTSSDRDAGSPDCAGGGGGSEAAGSARDGRPTVSVVERNARVIQWLYGCQRARAPPRESEV. Result: 0 (no interaction).